This data is from Catalyst prediction with 721,799 reactions and 888 catalyst types from USPTO. The task is: Predict which catalyst facilitates the given reaction. (1) Reactant: [CH3:1][C:2]1([CH3:15])[C:11]2[C:6](=[CH:7][CH:8]=[C:9]([CH3:12])[CH:10]=2)[C:5]([CH3:14])([CH3:13])[CH2:4][O:3]1.[Br:16]Br. The catalyst class is: 463. Product: [Br:16][C:8]1[CH:7]=[C:6]2[C:11](=[CH:10][C:9]=1[CH3:12])[C:2]([CH3:15])([CH3:1])[O:3][CH2:4][C:5]2([CH3:14])[CH3:13]. (2) Reactant: [C:1]([N:4]1[C:12]2[C:7](=[CH:8][C:9](Br)=[CH:10][CH:11]=2)[CH2:6][CH2:5]1)(=[O:3])[CH3:2].[N:14]1[CH:19]=[CH:18][C:17](B(O)O)=[CH:16][CH:15]=1.ClCCl.P([O-])([O-])([O-])=O.[K+].[K+].[K+]. Product: [C:1]([N:4]1[C:12]2[C:7](=[CH:8][C:9]([C:17]3[CH:18]=[CH:19][N:14]=[CH:15][CH:16]=3)=[CH:10][CH:11]=2)[CH2:6][CH2:5]1)(=[O:3])[CH3:2]. The catalyst class is: 438. (3) Product: [ClH:13].[Cl:13][C:14]1[CH:33]=[CH:32][C:17]([NH:18][C:19]2[C:28]3[C:23](=[CH:24][C:25]([O:31][CH2:55][CH2:56][CH2:57][N:58]4[CH2:62][CH2:61][CH2:60][C:59]4=[O:63])=[C:26]([O:29][CH3:30])[CH:27]=3)[N:22]=[CH:21][N:20]=2)=[C:16]([F:34])[CH:15]=1. Reactant: N(C(OCC)=O)=NC(OCC)=O.[Cl:13][C:14]1[CH:33]=[CH:32][C:17]([NH:18][C:19]2[C:28]3[C:23](=[CH:24][C:25]([OH:31])=[C:26]([O:29][CH3:30])[CH:27]=3)[N:22]=[CH:21][N:20]=2)=[C:16]([F:34])[CH:15]=1.C1(P(C2C=CC=CC=2)C2C=CC=CC=2)C=CC=CC=1.O[CH2:55][CH2:56][CH2:57][N:58]1[CH2:62][CH2:61][CH2:60][C:59]1=[O:63]. The catalyst class is: 2. (4) Reactant: CCN(CC)CC.F[P-](F)(F)(F)(F)F.N1(O[P+](N(C)C)(N(C)C)N(C)C)C2C=CC=CC=2N=N1.[CH3:35][S:36]([C:39]1[CH:44]=[CH:43][C:42]([CH:45]([CH2:57][CH:58]2[CH2:63][CH2:62][O:61][CH2:60][CH2:59]2)[C:46]([NH:48][C:49]2[S:50][C:51]([C:54](O)=[O:55])=[CH:52][N:53]=2)=[O:47])=[CH:41][CH:40]=1)(=[O:38])=[O:37].Cl.[CH3:65][NH:66][O:67][CH3:68]. Product: [CH3:68][O:67][N:66]([CH3:65])[C:54]([C:51]1[S:50][C:49]([NH:48][C:46](=[O:47])[CH:45]([C:42]2[CH:41]=[CH:40][C:39]([S:36]([CH3:35])(=[O:38])=[O:37])=[CH:44][CH:43]=2)[CH2:57][CH:58]2[CH2:59][CH2:60][O:61][CH2:62][CH2:63]2)=[N:53][CH:52]=1)=[O:55]. The catalyst class is: 3. (5) Product: [CH:1]1([C:4]2[CH:5]=[C:6]3[C:10](=[C:11]([CH:13]([O:15][CH2:16][C:17]4([C:23]5[CH:24]=[CH:25][C:26]([F:29])=[CH:27][CH:28]=5)[CH2:22][CH2:21][N:20]([C:30]([O:32][C:33]([CH3:36])([CH3:35])[CH3:34])=[O:31])[CH2:19][CH2:18]4)[CH3:14])[CH:12]=2)[NH:9][N:8]=[CH:7]3)[CH2:3][CH2:2]1. The catalyst class is: 4. Reactant: [CH:1]1([C:4]2[CH:12]=[C:11]([CH:13]([O:15][CH2:16][C:17]3([C:23]4[CH:28]=[CH:27][C:26]([F:29])=[CH:25][CH:24]=4)[CH2:22][CH2:21][NH:20][CH2:19][CH2:18]3)[CH3:14])[C:10]3[C:6](=[CH:7][NH:8][N:9]=3)[CH:5]=2)[CH2:3][CH2:2]1.[C:30](O[C:30]([O:32][C:33]([CH3:36])([CH3:35])[CH3:34])=[O:31])([O:32][C:33]([CH3:36])([CH3:35])[CH3:34])=[O:31]. (6) Reactant: C([CH2:3][CH2:4][O:5][P:6]([O-:9])([O-:8])=O)#N.[NH+:10]1[CH:15]=[CH:14][CH:13]=[CH:12][CH:11]=1.[NH+]1[CH:21]=[CH:20][CH:19]=[CH:18][CH:17]=1.[CH:31]1(N=C=N[CH:31]2[CH2:36][CH2:35][CH2:34][CH2:33][CH2:32]2)[CH2:36][CH2:35][CH2:34][CH2:33][CH2:32]1.[OH2:37]. Product: [C:15]([NH:10][CH2:3][CH2:4][O:5][P:6](=[O:8])=[O:9])(=[O:37])[CH2:14][CH2:13][CH2:12]/[CH:11]=[CH:17]\[CH2:18][CH:19]=[CH:20][CH2:21][CH:11]=[CH:12][CH2:13][CH:14]=[CH:32][CH2:33][CH2:34][CH2:35][CH2:36][CH3:31]. The catalyst class is: 17. (7) Reactant: [CH3:1][C:2]1([C:17]([O:19]C)=[O:18])[CH2:6][CH2:5][N:4]([C:7]([O:9][CH2:10][C:11]2[CH:16]=[CH:15][CH:14]=[CH:13][CH:12]=2)=[O:8])[CH2:3]1.[Li+].[OH-]. Product: [CH2:10]([O:9][C:7]([N:4]1[CH2:5][CH2:6][C:2]([CH3:1])([C:17]([OH:19])=[O:18])[CH2:3]1)=[O:8])[C:11]1[CH:12]=[CH:13][CH:14]=[CH:15][CH:16]=1. The catalyst class is: 8. (8) Reactant: [Br:1][C:2]1[CH:13]=[CH:12][CH:11]=[CH:10][C:3]=1[CH2:4][C@H:5]([C:7]([OH:9])=[O:8])[NH2:6].[C:14]([Cl:17])(=O)C. Product: [ClH:17].[Br:1][C:2]1[CH:13]=[CH:12][CH:11]=[CH:10][C:3]=1[CH2:4][C@H:5]([C:7]([O:9][CH3:14])=[O:8])[NH2:6]. The catalyst class is: 5.